Dataset: Catalyst prediction with 721,799 reactions and 888 catalyst types from USPTO. Task: Predict which catalyst facilitates the given reaction. (1) Reactant: [OH:1][CH:2]([CH:4]1[CH2:9][CH2:8][N:7]([C:10]([O:12][CH2:13][C:14]2[CH:19]=[CH:18][CH:17]=[CH:16][CH:15]=2)=[O:11])[CH2:6][CH2:5]1)[CH3:3].CCN(CC)CC.[CH3:27][S:28](Cl)(=[O:30])=[O:29]. Product: [CH3:27][S:28]([O:1][CH:2]([CH:4]1[CH2:5][CH2:6][N:7]([C:10]([O:12][CH2:13][C:14]2[CH:15]=[CH:16][CH:17]=[CH:18][CH:19]=2)=[O:11])[CH2:8][CH2:9]1)[CH3:3])(=[O:30])=[O:29]. The catalyst class is: 2. (2) Reactant: [NH2:1][C:2]1[C:3]2[C:11]([CH3:12])=[C:10]([C:13]([O:15]C(C)(C)C)=[O:14])[S:9][C:4]=2[NH:5][C:6](=[O:8])[N:7]=1.FC(F)(F)C(O)=O. Product: [NH2:1][C:2]1[C:3]2[C:11]([CH3:12])=[C:10]([C:13]([OH:15])=[O:14])[S:9][C:4]=2[NH:5][C:6](=[O:8])[N:7]=1. The catalyst class is: 2.